From a dataset of Catalyst prediction with 721,799 reactions and 888 catalyst types from USPTO. Predict which catalyst facilitates the given reaction. (1) The catalyst class is: 5. Product: [C:1]([C:5]1[CH:6]=[C:7]2[C:12](=[C:13]([F:15])[CH:14]=1)[C:11](=[O:16])[N:10]([C:17]1[C:18]([CH2:19][OH:20])=[C:21]([C:25]3[CH:30]=[C:29]([NH:31][C:32]4[CH:37]=[CH:36][N:35]=[CH:34][N:33]=4)[C:28](=[O:38])[N:27]([CH3:39])[CH:26]=3)[CH:22]=[CH:23][N:24]=1)[N:9]=[CH:8]2)([CH3:4])([CH3:2])[CH3:3]. Reactant: [C:1]([C:5]1[CH:6]=[C:7]2[C:12](=[C:13]([F:15])[CH:14]=1)[C:11](=[O:16])[N:10]([C:17]1[N:24]=[CH:23][CH:22]=[C:21]([C:25]3[CH:30]=[C:29]([NH:31][C:32]4[CH:37]=[CH:36][N:35]=[CH:34][N:33]=4)[C:28](=[O:38])[N:27]([CH3:39])[CH:26]=3)[C:18]=1[CH:19]=[O:20])[N:9]=[CH:8]2)([CH3:4])([CH3:3])[CH3:2].[BH4-].[Na+]. (2) Reactant: C([Li])CCC.[S:6]1[C:10]2[CH:11]=[CH:12][CH:13]=[CH:14][C:9]=2[N:8]=[CH:7]1.CON(C)[C:18](=[O:20])[CH3:19]. Product: [S:6]1[C:10]2[CH:11]=[CH:12][CH:13]=[CH:14][C:9]=2[N:8]=[C:7]1[C:18](=[O:20])[CH3:19]. The catalyst class is: 1. (3) Reactant: [H-].[Na+].[CH:3]1([C:9]2([CH3:19])[C:14](=[O:15])[N:13]([CH3:16])[C:12](=[O:17])[NH:11][C:10]2=[O:18])[CH2:8][CH2:7][CH2:6][CH:5]=[CH:4]1.Br.Br[CH2:22][C:23]([C:25]1[CH:26]=[N:27][CH:28]=[CH:29][CH:30]=1)=[O:24]. Product: [CH:3]1([C:9]2([CH3:19])[C:14](=[O:15])[N:13]([CH3:16])[C:12](=[O:17])[N:11]([CH2:22][C:23](=[O:24])[C:25]3[CH:26]=[N:27][CH:28]=[CH:29][CH:30]=3)[C:10]2=[O:18])[CH2:8][CH2:7][CH2:6][CH:5]=[CH:4]1. The catalyst class is: 3. (4) Reactant: C[C:2]1[CH:7]=[CH:6][C:5]([C:8]([C:10]2[CH:15]=[CH:14][C:13]([O:16]C)=[CH:12][C:11]=2[OH:18])=[O:9])=[CH:4][CH:3]=1.[OH-:19].[Na+].O.Cl. Product: [OH:16][C:13]1[CH:14]=[CH:15][C:10]2[C:8](=[O:9])[C:5]3[C:4]([O:18][C:11]=2[C:12]=1[OH:19])=[CH:3][CH:2]=[CH:7][CH:6]=3. The catalyst class is: 5. (5) Reactant: Br[C:2]1[N:3]=[CH:4][NH:5][CH:6]=1.[CH:7]([O:10][C:11]1[CH:16]=[CH:15][CH:14]=[CH:13][C:12]=1B(O)O)([CH3:9])[CH3:8].C(=O)([O-])[O-].[Na+].[Na+]. Product: [CH:7]([O:10][C:11]1[CH:16]=[CH:15][CH:14]=[CH:13][C:12]=1[C:2]1[N:3]=[CH:4][NH:5][CH:6]=1)([CH3:9])[CH3:8]. The catalyst class is: 77. (6) The catalyst class is: 1. Product: [OH:13][C:14]1([C:2]2[CH:7]=[CH:6][CH:5]=[CH:4][N:3]=2)[CH2:15][CH2:16][N:17]([C:20]([O:22][CH2:23][C:24]2[CH:29]=[CH:28][CH:27]=[CH:26][CH:25]=2)=[O:21])[CH2:18][CH2:19]1. Reactant: Br[C:2]1[CH:7]=[CH:6][CH:5]=[CH:4][N:3]=1.[Li]CCCC.[O:13]=[C:14]1[CH2:19][CH2:18][N:17]([C:20]([O:22][CH2:23][C:24]2[CH:29]=[CH:28][CH:27]=[CH:26][CH:25]=2)=[O:21])[CH2:16][CH2:15]1. (7) Reactant: [CH:1]1[C:2]([CH2:10][C@@H:11]([NH2:28])[CH2:12][C:13]([N:15]2[CH2:27][C:19]3=[N:20][N:21]=[C:22]([C:23]([F:26])([F:25])[F:24])[N:18]3[CH2:17][CH2:16]2)=[O:14])=[C:3]([F:9])[CH:4]=[C:5]([F:8])[C:6]=1[F:7].[C:29]([OH:36])(=[O:35])/[CH:30]=[CH:31]/[C:32]([OH:34])=[O:33]. Product: [CH:1]1[C:2]([CH2:10][C@@H:11]([NH2:28])[CH2:12][C:13]([N:15]2[CH2:27][C:19]3=[N:20][N:21]=[C:22]([C:23]([F:26])([F:25])[F:24])[N:18]3[CH2:17][CH2:16]2)=[O:14])=[C:3]([F:9])[CH:4]=[C:5]([F:8])[C:6]=1[F:7].[C:29]([O-:36])(=[O:35])/[CH:30]=[CH:31]/[C:32]([O-:34])=[O:33]. The catalyst class is: 32. (8) Reactant: [Cl:1][C:2]1[C:9]([O:10][CH3:11])=[CH:8][CH:7]=[CH:6][C:3]=1[CH:4]=O.C([O-])(=O)C.[NH4+].[N+:17]([CH3:20])([O-:19])=[O:18]. Product: [Cl:1][C:2]1[C:3]([CH:4]=[CH:20][N+:17]([O-:19])=[O:18])=[CH:6][CH:7]=[CH:8][C:9]=1[O:10][CH3:11]. The catalyst class is: 15. (9) Reactant: [F:1][C:2]([F:18])([F:17])[C:3]1[CH:12]=[CH:11][CH:10]=[C:9]2[C:4]=1[CH:5]=[CH:6][CH:7]=[C:8]2[CH:13]([OH:16])[CH2:14][CH3:15].CC(OI1(OC(C)=O)(OC(C)=O)OC(=O)C2C=CC=CC1=2)=O.C([O-])(O)=O.[Na+]. Product: [F:1][C:2]([F:17])([F:18])[C:3]1[CH:12]=[CH:11][CH:10]=[C:9]2[C:4]=1[CH:5]=[CH:6][CH:7]=[C:8]2[C:13](=[O:16])[CH2:14][CH3:15]. The catalyst class is: 2.